This data is from Catalyst prediction with 721,799 reactions and 888 catalyst types from USPTO. The task is: Predict which catalyst facilitates the given reaction. Product: [Cl:1][C:2]1[CH:7]=[CH:6][C:5]([CH2:8][CH2:9][C:10]([O:12][CH2:13][CH3:14])=[O:11])=[CH:4][C:3]=1[C@H:15]([OH:18])[CH2:16][OH:17]. Reactant: [Cl:1][C:2]1[CH:7]=[CH:6][C:5](/[CH:8]=[CH:9]/[C:10]([O:12][CH2:13][CH3:14])=[O:11])=[CH:4][C:3]=1[C@H:15]([OH:18])[CH2:16][OH:17]. The catalyst class is: 14.